From a dataset of NCI-60 drug combinations with 297,098 pairs across 59 cell lines. Regression. Given two drug SMILES strings and cell line genomic features, predict the synergy score measuring deviation from expected non-interaction effect. (1) Drug 1: C1=NC2=C(N1)C(=S)N=C(N2)N. Drug 2: CC12CCC3C(C1CCC2OP(=O)(O)O)CCC4=C3C=CC(=C4)OC(=O)N(CCCl)CCCl.[Na+]. Cell line: DU-145. Synergy scores: CSS=33.9, Synergy_ZIP=-0.0354, Synergy_Bliss=-0.573, Synergy_Loewe=-25.9, Synergy_HSA=-0.377. (2) Drug 1: CC1=CC2C(CCC3(C2CCC3(C(=O)C)OC(=O)C)C)C4(C1=CC(=O)CC4)C. Drug 2: CC1C(C(CC(O1)OC2CC(CC3=C2C(=C4C(=C3O)C(=O)C5=C(C4=O)C(=CC=C5)OC)O)(C(=O)CO)O)N)O.Cl. Cell line: MDA-MB-231. Synergy scores: CSS=45.5, Synergy_ZIP=0.964, Synergy_Bliss=1.18, Synergy_Loewe=-0.0498, Synergy_HSA=3.17. (3) Drug 1: CC1OCC2C(O1)C(C(C(O2)OC3C4COC(=O)C4C(C5=CC6=C(C=C35)OCO6)C7=CC(=C(C(=C7)OC)O)OC)O)O. Drug 2: C1C(C(OC1N2C=NC(=NC2=O)N)CO)O. Cell line: MDA-MB-435. Synergy scores: CSS=2.64, Synergy_ZIP=-1.44, Synergy_Bliss=-0.199, Synergy_Loewe=-5.83, Synergy_HSA=-4.45. (4) Drug 1: CNC(=O)C1=NC=CC(=C1)OC2=CC=C(C=C2)NC(=O)NC3=CC(=C(C=C3)Cl)C(F)(F)F. Drug 2: C1CCC(C(C1)N)N.C(=O)(C(=O)[O-])[O-].[Pt+4]. Cell line: SF-268. Synergy scores: CSS=8.90, Synergy_ZIP=-3.67, Synergy_Bliss=-1.96, Synergy_Loewe=-11.6, Synergy_HSA=-2.74. (5) Drug 1: C1CC(C1)(C(=O)O)C(=O)O.[NH2-].[NH2-].[Pt+2]. Drug 2: C1=CC=C(C=C1)NC(=O)CCCCCCC(=O)NO. Cell line: ACHN. Synergy scores: CSS=19.6, Synergy_ZIP=-4.07, Synergy_Bliss=4.01, Synergy_Loewe=0.201, Synergy_HSA=4.39. (6) Drug 2: CN(C(=O)NC(C=O)C(C(C(CO)O)O)O)N=O. Synergy scores: CSS=29.0, Synergy_ZIP=-1.62, Synergy_Bliss=-6.77, Synergy_Loewe=-33.6, Synergy_HSA=-6.04. Cell line: MOLT-4. Drug 1: C1CCC(CC1)NC(=O)N(CCCl)N=O. (7) Drug 1: C1=NC2=C(N1)C(=S)N=CN2. Drug 2: CC1CCCC2(C(O2)CC(NC(=O)CC(C(C(=O)C(C1O)C)(C)C)O)C(=CC3=CSC(=N3)C)C)C. Cell line: SF-539. Synergy scores: CSS=59.3, Synergy_ZIP=-2.73, Synergy_Bliss=-2.69, Synergy_Loewe=-7.20, Synergy_HSA=1.78.